Dataset: Catalyst prediction with 721,799 reactions and 888 catalyst types from USPTO. Task: Predict which catalyst facilitates the given reaction. (1) The catalyst class is: 32. Reactant: [N+:1]([C:4]1[CH:17]=[CH:16][C:7]([CH:8]=[C:9]([C:13](=[O:15])[CH3:14])[C:10](=O)[CH3:11])=[C:6]([C:18]([F:21])([F:20])[F:19])[CH:5]=1)([O-:3])=[O:2].[NH2:22][C:23]1[CH:28]=[CH:27][NH:26][C:25](=[O:29])[CH:24]=1. Product: [C:13]([C:9]1[CH:8]([C:7]2[CH:16]=[CH:17][C:4]([N+:1]([O-:3])=[O:2])=[CH:5][C:6]=2[C:18]([F:19])([F:20])[F:21])[C:24]2[C:25](=[O:29])[NH:26][CH:27]=[CH:28][C:23]=2[NH:22][C:10]=1[CH3:11])(=[O:15])[CH3:14]. (2) Reactant: [Br:1][C:2]1[C:7]([CH3:8])=[CH:6][C:5]([CH2:9]Br)=[CH:4][C:3]=1[CH3:11].CC(=O)[CH2:14][C:15](=[O:17])[CH3:16].C([O-])([O-])=O.[K+].[K+]. Product: [Br:1][C:2]1[C:7]([CH3:8])=[CH:6][C:5]([CH2:9][CH2:14][C:15](=[O:17])[CH3:16])=[CH:4][C:3]=1[CH3:11]. The catalyst class is: 5.